Predict the product of the given reaction. From a dataset of Forward reaction prediction with 1.9M reactions from USPTO patents (1976-2016). (1) Given the reactants [Cl:1][C:2]1[N:11]=[C:10](Cl)[C:9]2[C:4](=[CH:5][CH:6]=[C:7]([O:13][CH3:14])[CH:8]=2)[N:3]=1.N.O, predict the reaction product. The product is: [Cl:1][C:2]1[N:11]=[CH:10][C:9]2[C:4](=[CH:5][CH:6]=[C:7]([O:13][CH3:14])[CH:8]=2)[N:3]=1. (2) Given the reactants F[B-](F)(F)F.[CH3:6][O+:7]([CH3:9])C.[CH3:10][C:11]1[NH:16]C(=O)[CH:14]=[CH:13][CH:12]=1.[OH-].[Na+], predict the reaction product. The product is: [CH3:6][O:7][C:9]1[CH:14]=[CH:13][CH:12]=[C:11]([CH3:10])[N:16]=1. (3) The product is: [Br:1][C:2]1[C:3]([CH3:16])=[C:4]([C:8]([O:28][CH3:27])=[C:9]([C:11]([CH3:14])([CH3:13])[CH3:12])[CH:10]=1)[C:5]([O:7][CH3:17])=[O:6]. Given the reactants [Br:1][C:2]1[C:3]([CH3:16])=[C:4]([C:8](O)=[C:9]([C:11]([CH3:14])([CH3:13])[CH3:12])[CH:10]=1)[C:5]([OH:7])=[O:6].[C:17](=O)([O-])[O-].[K+].[K+].CI.CN(C)[CH:27]=[O:28], predict the reaction product. (4) Given the reactants [CH:1]1([C:4]2[N:8]([C:9]([O:11][C:12]([CH3:15])([CH3:14])[CH3:13])=[O:10])[C:7]3[CH:16]=[C:17]([C:27]4[C:28]([CH3:33])=[N:29][O:30][C:31]=4[CH3:32])[CH:18]=[C:19]([C:20]([CH:22]4[O:26][CH2:25][CH2:24][O:23]4)=[O:21])[C:6]=3[N:5]=2)[CH2:3][CH2:2]1.[CH3:34][C:35]1[N:40]=[C:39]([Mg]Br)[CH:38]=[CH:37][CH:36]=1, predict the reaction product. The product is: [O:23]1[CH2:24][CH2:25][O:26][CH:22]1[C:20]([OH:21])([C:36]1[C:35]([CH3:34])=[N:40][CH:39]=[CH:38][CH:37]=1)[C:19]1[C:6]2[N:5]=[C:4]([CH:1]3[CH2:3][CH2:2]3)[N:8]([C:9]([O:11][C:12]([CH3:13])([CH3:14])[CH3:15])=[O:10])[C:7]=2[CH:16]=[C:17]([C:27]2[C:28]([CH3:33])=[N:29][O:30][C:31]=2[CH3:32])[CH:18]=1. (5) Given the reactants [F:1][C:2]1[CH:7]=[C:6]([F:8])[CH:5]=[CH:4][C:3]=1[N:9]1[C:13]([NH:14][CH2:15][CH3:16])=[C:12]([N:17]=O)[CH:11]=[N:10]1.[H][H], predict the reaction product. The product is: [F:1][C:2]1[CH:7]=[C:6]([F:8])[CH:5]=[CH:4][C:3]=1[N:9]1[C:13]([NH:14][CH2:15][CH3:16])=[C:12]([NH2:17])[CH:11]=[N:10]1.